Task: Predict which catalyst facilitates the given reaction.. Dataset: Catalyst prediction with 721,799 reactions and 888 catalyst types from USPTO Reactant: [OH:1][C:2]1[CH:7]=[CH:6][C:5]([C:8]2[C:9](=[O:23])[C:10]([CH3:22])([CH3:21])[O:11][C:12]=2[C:13]2[CH:18]=[CH:17][C:16]([O:19][CH3:20])=[CH:15][CH:14]=2)=[CH:4][CH:3]=1.C(=O)([O-])[O-].[Cs+].[Cs+].CN(C=O)C.Cl[CH2:36][C:37]1[CH:42]=[CH:41][C:40]([CH3:43])=[CH:39][N:38]=1. Product: [CH3:20][O:19][C:16]1[CH:17]=[CH:18][C:13]([C:12]2[O:11][C:10]([CH3:21])([CH3:22])[C:9](=[O:23])[C:8]=2[C:5]2[CH:4]=[CH:3][C:2]([O:1][CH2:36][C:37]3[CH:42]=[CH:41][C:40]([CH3:43])=[CH:39][N:38]=3)=[CH:7][CH:6]=2)=[CH:14][CH:15]=1. The catalyst class is: 6.